From a dataset of Retrosynthesis with 50K atom-mapped reactions and 10 reaction types from USPTO. Predict the reactants needed to synthesize the given product. Given the product Cc1nc2nccc(Oc3ccc(NC(=O)Nc4cc(C(F)(F)F)ccc4F)c(F)c3)c2[nH]c1=O, predict the reactants needed to synthesize it. The reactants are: Cc1nc2nccc(Oc3ccc(N)c(F)c3)c2[nH]c1=O.O=C=Nc1cc(C(F)(F)F)ccc1F.